Task: Predict the reaction yield, written as a fraction of the theoretical maximum amount of product (1.0 means a 100% yield; for example, 0.34 means a 34% yield).. Dataset: Reaction yield outcomes from USPTO patents with 853,638 reactions (1) The reactants are [CH3:1][S:2][C:3](=[C:6]([C:9]#[N:10])[C:7]#[N:8])SC.O.[NH2:12][NH2:13].O. The catalyst is C(O)C. The product is [NH2:10][C:9]1[NH:13][N:12]=[C:3]([S:2][CH3:1])[C:6]=1[C:7]#[N:8]. The yield is 0.850. (2) The yield is 0.920. The catalyst is O.CN(C)C=O.C(#N)C. The reactants are [F:1][C:2]1[CH:7]=[CH:6][C:5]([C:8]2[N:12]([CH3:13])[N:11]=[CH:10][C:9]=2/[CH:14]=[CH:15]/[C:16]([OH:18])=O)=[CH:4][CH:3]=1.S(Cl)(Cl)=O.[NH2:23][C:24]1[CH:38]=[CH:37][C:27]([CH2:28][P:29](=[O:36])([O:33][CH2:34][CH3:35])[O:30][CH2:31][CH3:32])=[CH:26][CH:25]=1.C(N(C(C)C)CC)(C)C.[OH-].[Na+]. The product is [F:1][C:2]1[CH:3]=[CH:4][C:5]([C:8]2[N:12]([CH3:13])[N:11]=[CH:10][C:9]=2/[CH:14]=[CH:15]/[C:16]([NH:23][C:24]2[CH:25]=[CH:26][C:27]([CH2:28][P:29](=[O:36])([O:30][CH2:31][CH3:32])[O:33][CH2:34][CH3:35])=[CH:37][CH:38]=2)=[O:18])=[CH:6][CH:7]=1.